From a dataset of Forward reaction prediction with 1.9M reactions from USPTO patents (1976-2016). Predict the product of the given reaction. (1) Given the reactants CN(C)C=O.[N+:6]([C:9]1[N:10]=[C:11](SC2C=CC([N+]([O-])=O)=CC=2)[N:12]([CH2:14][C@:15]([OH:40])([CH3:39])[CH2:16][N:17]2[CH2:22][CH2:21][N:20]([C:23]([O:25][CH2:26][CH:27]=[CH:28][C:29]3[CH:34]=[CH:33][C:32]([C:35]([F:38])([F:37])[F:36])=[CH:31][CH:30]=3)=[O:24])[CH2:19][CH2:18]2)[CH:13]=1)([O-:8])=[O:7].CC(C)([O-])C.[Na+].O, predict the reaction product. The product is: [CH3:39][C@@:15]1([CH2:16][N:17]2[CH2:18][CH2:19][N:20]([C:23]([O:25][CH2:26][CH:27]=[CH:28][C:29]3[CH:34]=[CH:33][C:32]([C:35]([F:36])([F:38])[F:37])=[CH:31][CH:30]=3)=[O:24])[CH2:21][CH2:22]2)[O:40][C:11]2=[N:10][C:9]([N+:6]([O-:8])=[O:7])=[CH:13][N:12]2[CH2:14]1. (2) Given the reactants [H-].[Na+].[C:3]([NH:6][C:7]1[CH:12]=[CH:11][CH:10]=[CH:9][C:8]=1[OH:13])(=[O:5])[CH3:4].Cl[CH:15]1[CH2:19][CH2:18][CH:17]=[CH:16]1, predict the reaction product. The product is: [CH:19]1([O:13][C:8]2[CH:9]=[CH:10][CH:11]=[CH:12][C:7]=2[NH:6][C:3](=[O:5])[CH3:4])[CH2:18][CH2:17][CH:16]=[CH:15]1. (3) Given the reactants I[C:2]1[CH:7]=[CH:6][C:5]([CH2:8][N:9]2[CH2:13][CH2:12][CH2:11][C:10]2=[O:14])=[CH:4][CH:3]=1.[CH3:15][N:16]1[CH2:21][CH2:20][C:19]2[C:22]([C:25]([F:28])([F:27])[F:26])=[N:23][NH:24][C:18]=2[CH2:17]1.CN(C)CC(O)=O.C(=O)([O-])[O-].[Cs+].[Cs+], predict the reaction product. The product is: [CH3:15][N:16]1[CH2:21][CH2:20][C:19]2[C:22]([C:25]([F:28])([F:26])[F:27])=[N:23][N:24]([C:2]3[CH:7]=[CH:6][C:5]([CH2:8][N:9]4[CH2:13][CH2:12][CH2:11][C:10]4=[O:14])=[CH:4][CH:3]=3)[C:18]=2[CH2:17]1. (4) Given the reactants [F:1][C:2]1[CH:11]=[CH:10][C:9]2[O:12][CH2:13][C:14](=[O:15])[N:7]3[C:8]=2[C:3]=1[C:4](=[CH:16][O:17]C)[CH2:5][CH2:6]3.[I-].[Na+].C[Si](Cl)(C)C.S(S([O-])=O)([O-])(=O)=O.[Na+].[Na+], predict the reaction product. The product is: [F:1][C:2]1[CH:11]=[CH:10][C:9]2[O:12][CH2:13][C:14](=[O:15])[N:7]3[C:8]=2[C:3]=1[CH:4]([CH:16]=[O:17])[CH2:5][CH2:6]3.